This data is from Forward reaction prediction with 1.9M reactions from USPTO patents (1976-2016). The task is: Predict the product of the given reaction. (1) Given the reactants [NH2:1][C:2]1[N:7]=[C:6]([N:8]2[C:12]3[CH:13]=[C:14](Br)[CH:15]=[CH:16][C:11]=3[N:10]=[C:9]2[O:18][CH:19]2[CH2:22][N:21]([CH2:23][CH2:24][OH:25])[CH2:20]2)[CH:5]=[CH:4][N:3]=1.[CH3:26][C:27]1[O:31][N:30]=[C:29]([C:32]([OH:36])([C:34]#[CH:35])[CH3:33])[CH:28]=1.C(N(CC)CC)C, predict the reaction product. The product is: [NH2:1][C:2]1[N:7]=[C:6]([N:8]2[C:12]3[CH:13]=[C:14]([C:35]#[C:34][C:32]([C:29]4[CH:28]=[C:27]([CH3:26])[O:31][N:30]=4)([OH:36])[CH3:33])[CH:15]=[CH:16][C:11]=3[N:10]=[C:9]2[O:18][CH:19]2[CH2:22][N:21]([CH2:23][CH2:24][OH:25])[CH2:20]2)[CH:5]=[CH:4][N:3]=1. (2) The product is: [CH3:13][O:12][C:9]([CH:21]1[CH2:22][CH2:23][CH2:24][C:19]2([CH2:15][CH2:16][CH2:17][CH2:18]2)[C:20]1=[O:25])=[O:14]. Given the reactants [H-].[Na+].CC(C)([O-])C.[K+].[C:9](=[O:14])([O:12][CH3:13])OC.[CH2:15]1[C:19]2([CH2:24][CH2:23][CH2:22][CH2:21][C:20]2=[O:25])[CH2:18][CH2:17][CH2:16]1, predict the reaction product. (3) Given the reactants [CH2:1]([C:6](Cl)=[O:7])[C:2]([CH3:5])([CH3:4])[CH3:3].[C:9]1([C@H:15]2[NH:18][C:17](=[O:19])[C@@H:16]2[O:20][Si:21]([CH2:26][CH3:27])([CH2:24][CH3:25])[CH2:22][CH3:23])[CH:14]=[CH:13][CH:12]=[CH:11][CH:10]=1, predict the reaction product. The product is: [CH2:1]([C:6]([N:18]1[C@H:15]([C:9]2[CH:14]=[CH:13][CH:12]=[CH:11][CH:10]=2)[C@@H:16]([O:20][Si:21]([CH2:26][CH3:27])([CH2:24][CH3:25])[CH2:22][CH3:23])[C:17]1=[O:19])=[O:7])[C:2]([CH3:5])([CH3:4])[CH3:3]. (4) Given the reactants [Cl:1][C:2]1[CH:7]=[CH:6][CH:5]=[CH:4][C:3]=1[N:8]1[CH:12]([C:13]2[CH:18]=[CH:17][C:16]([C:19]3[CH2:20][CH2:21][N:22](C(OC(C)(C)C)=O)[CH2:23][CH:24]=3)=[CH:15][CH:14]=2)[CH2:11][C:10]([C:32]([C:38]([F:41])([F:40])[F:39])([C:34]([F:37])([F:36])[F:35])[OH:33])=[N:9]1.[F:42][C:43]([F:48])([F:47])[C:44]([OH:46])=[O:45], predict the reaction product. The product is: [F:42][C:43]([F:48])([F:47])[C:44]([OH:46])=[O:45].[Cl:1][C:2]1[CH:7]=[CH:6][CH:5]=[CH:4][C:3]=1[N:8]1[CH:12]([C:13]2[CH:14]=[CH:15][C:16]([C:19]3[CH2:20][CH2:21][NH:22][CH2:23][CH:24]=3)=[CH:17][CH:18]=2)[CH2:11][C:10]([C:32]([C:38]([F:41])([F:39])[F:40])([C:34]([F:35])([F:36])[F:37])[OH:33])=[N:9]1.